Task: Predict the reactants needed to synthesize the given product.. Dataset: Full USPTO retrosynthesis dataset with 1.9M reactions from patents (1976-2016) Given the product [Cl:1][C:2]1[CH:3]=[C:4]([CH:8]=[C:9]([Cl:27])[C:10]=1[C:11]([N:13]1[C:21]2[CH:20]=[CH:19][N:18]=[C:17]([C:22]([CH:24]3[CH2:25][CH2:26]3)=[O:23])[C:16]=2[CH:15]=[CH:14]1)=[O:12])[C:5]([NH:49][CH2:50][CH2:51][NH:52][C:53](=[O:59])[O:54][C:55]([CH3:57])([CH3:56])[CH3:58])=[O:7], predict the reactants needed to synthesize it. The reactants are: [Cl:1][C:2]1[CH:3]=[C:4]([CH:8]=[C:9]([Cl:27])[C:10]=1[C:11]([N:13]1[C:21]2[CH:20]=[CH:19][N:18]=[C:17]([C:22]([CH:24]3[CH2:26][CH2:25]3)=[O:23])[C:16]=2[CH:15]=[CH:14]1)=[O:12])[C:5]([OH:7])=O.C(N=C=NCCCN(C)C)C.ON1C2C=CC=CC=2N=N1.[NH2:49][CH2:50][CH2:51][NH:52][C:53](=[O:59])[O:54][C:55]([CH3:58])([CH3:57])[CH3:56].C(=O)(O)[O-].[Na+].